Dataset: NCI-60 drug combinations with 297,098 pairs across 59 cell lines. Task: Regression. Given two drug SMILES strings and cell line genomic features, predict the synergy score measuring deviation from expected non-interaction effect. (1) Drug 1: COC1=C(C=C2C(=C1)N=CN=C2NC3=CC(=C(C=C3)F)Cl)OCCCN4CCOCC4. Drug 2: CC1C(C(CC(O1)OC2CC(CC3=C2C(=C4C(=C3O)C(=O)C5=CC=CC=C5C4=O)O)(C(=O)C)O)N)O. Cell line: SR. Synergy scores: CSS=32.9, Synergy_ZIP=-0.161, Synergy_Bliss=-2.09, Synergy_Loewe=-15.3, Synergy_HSA=-1.80. (2) Drug 2: C1=NC(=NC(=O)N1C2C(C(C(O2)CO)O)O)N. Synergy scores: CSS=9.22, Synergy_ZIP=-6.55, Synergy_Bliss=-4.25, Synergy_Loewe=-7.35, Synergy_HSA=-5.95. Drug 1: CCC1(CC2CC(C3=C(CCN(C2)C1)C4=CC=CC=C4N3)(C5=C(C=C6C(=C5)C78CCN9C7C(C=CC9)(C(C(C8N6C)(C(=O)OC)O)OC(=O)C)CC)OC)C(=O)OC)O.OS(=O)(=O)O. Cell line: KM12. (3) Drug 1: C1=CC(=CC=C1C#N)C(C2=CC=C(C=C2)C#N)N3C=NC=N3. Drug 2: CC1C(C(=O)NC(C(=O)N2CCCC2C(=O)N(CC(=O)N(C(C(=O)O1)C(C)C)C)C)C(C)C)NC(=O)C3=C4C(=C(C=C3)C)OC5=C(C(=O)C(=C(C5=N4)C(=O)NC6C(OC(=O)C(N(C(=O)CN(C(=O)C7CCCN7C(=O)C(NC6=O)C(C)C)C)C)C(C)C)C)N)C. Cell line: HCT-15. Synergy scores: CSS=-1.42, Synergy_ZIP=2.98, Synergy_Bliss=4.12, Synergy_Loewe=-5.32, Synergy_HSA=-2.96. (4) Drug 1: CC1=C(C=C(C=C1)NC2=NC=CC(=N2)N(C)C3=CC4=NN(C(=C4C=C3)C)C)S(=O)(=O)N.Cl. Drug 2: CS(=O)(=O)CCNCC1=CC=C(O1)C2=CC3=C(C=C2)N=CN=C3NC4=CC(=C(C=C4)OCC5=CC(=CC=C5)F)Cl. Cell line: HCT-15. Synergy scores: CSS=-4.09, Synergy_ZIP=2.30, Synergy_Bliss=1.93, Synergy_Loewe=-4.90, Synergy_HSA=-1.60. (5) Drug 1: CS(=O)(=O)OCCCCOS(=O)(=O)C. Drug 2: C1CNP(=O)(OC1)N(CCCl)CCCl. Cell line: M14. Synergy scores: CSS=-3.93, Synergy_ZIP=4.56, Synergy_Bliss=3.22, Synergy_Loewe=-4.48, Synergy_HSA=-3.66. (6) Drug 1: C1=C(C(=O)NC(=O)N1)F. Drug 2: C1=CC=C(C=C1)NC(=O)CCCCCCC(=O)NO. Cell line: HCT-15. Synergy scores: CSS=36.5, Synergy_ZIP=-2.68, Synergy_Bliss=-6.36, Synergy_Loewe=-6.71, Synergy_HSA=-5.23. (7) Drug 1: CS(=O)(=O)CCNCC1=CC=C(O1)C2=CC3=C(C=C2)N=CN=C3NC4=CC(=C(C=C4)OCC5=CC(=CC=C5)F)Cl. Drug 2: CC(C)NC(=O)C1=CC=C(C=C1)CNNC.Cl. Cell line: HCT116. Synergy scores: CSS=-8.32, Synergy_ZIP=3.78, Synergy_Bliss=5.90, Synergy_Loewe=-2.12, Synergy_HSA=-0.959.